From a dataset of Catalyst prediction with 721,799 reactions and 888 catalyst types from USPTO. Predict which catalyst facilitates the given reaction. (1) Reactant: [C:1]([C:5]1[CH:28]=[CH:27][C:8]([CH2:9][N:10]2[CH2:14][CH:13]([CH2:15][CH2:16][CH2:17][C:18]3[CH:23]=[CH:22][C:21]([OH:24])=[CH:20][CH:19]=3)[N:12]([CH3:25])[C:11]2=[O:26])=[CH:7][CH:6]=1)([CH3:4])([CH3:3])[CH3:2].CC(C)([O-])C.[K+].Br[C:36]([CH2:44][CH3:45])([CH2:42][CH3:43])[C:37]([O:39]CC)=[O:38].[OH-].[Na+]. Product: [C:1]([C:5]1[CH:28]=[CH:27][C:8]([CH2:9][N:10]2[CH2:14][CH:13]([CH2:15][CH2:16][CH2:17][C:18]3[CH:19]=[CH:20][C:21]([O:24][C:36]([CH2:44][CH3:45])([CH2:42][CH3:43])[C:37]([OH:39])=[O:38])=[CH:22][CH:23]=3)[N:12]([CH3:25])[C:11]2=[O:26])=[CH:7][CH:6]=1)([CH3:4])([CH3:2])[CH3:3]. The catalyst class is: 218. (2) Reactant: [C:1]([NH:8][C@@H:9]([C:16]([OH:18])=O)[CH2:10][C:11]1[S:12][CH:13]=[CH:14][CH:15]=1)([O:3][C:4]([CH3:7])([CH3:6])[CH3:5])=[O:2].C1C=C2[N:25]=NN(O)C2=CC=1.O.C(Cl)CCl.[NH4+].[OH-]. Product: [NH2:25][C:16](=[O:18])[C@H:9]([NH:8][C:1](=[O:2])[O:3][C:4]([CH3:7])([CH3:6])[CH3:5])[CH2:10][C:11]1[S:12][CH:13]=[CH:14][CH:15]=1. The catalyst class is: 173. (3) Reactant: Br[C:2]1[S:10][C:9]2[C:8](=[O:11])[NH:7][C:6]([CH3:13])([CH3:12])[NH:5][C:4]=2[CH:3]=1.[CH3:14][S:15]([C:18]1[N:23]=[C:22]([Sn](CCCC)(CCCC)CCCC)[CH:21]=[CH:20][N:19]=1)(=[O:17])=[O:16]. Product: [CH3:12][C:6]1([CH3:13])[NH:5][C:4]2[CH:3]=[C:2]([C:20]3[CH:21]=[CH:22][N:23]=[C:18]([S:15]([CH3:14])(=[O:17])=[O:16])[N:19]=3)[S:10][C:9]=2[C:8](=[O:11])[NH:7]1. The catalyst class is: 77. (4) Reactant: [F:1][C:2]([F:50])([F:49])[C:3]1[CH:4]=[C:5]([CH:42]=[C:43]([C:45]([F:48])([F:47])[F:46])[CH:44]=1)[CH2:6][N:7]([CH2:20][C:21]1[CH:26]=[C:25]([C:27]([F:30])([F:29])[F:28])[CH:24]=[CH:23][C:22]=1[N:31]([CH2:40][CH3:41])[C:32]([O:34][CH2:35][CH2:36][C:37]([OH:39])=[O:38])=[O:33])[C:8]1[N:13]=[CH:12][C:11]([N:14]2[CH2:19][CH2:18][O:17][CH2:16][CH2:15]2)=[CH:10][N:9]=1.[OH-].[Na+:52]. Product: [Na+:52].[F:48][C:45]([F:46])([F:47])[C:43]1[CH:42]=[C:5]([CH:4]=[C:3]([C:2]([F:49])([F:1])[F:50])[CH:44]=1)[CH2:6][N:7]([CH2:20][C:21]1[CH:26]=[C:25]([C:27]([F:28])([F:29])[F:30])[CH:24]=[CH:23][C:22]=1[N:31]([CH2:40][CH3:41])[C:32]([O:34][CH2:35][CH2:36][C:37]([O-:39])=[O:38])=[O:33])[C:8]1[N:13]=[CH:12][C:11]([N:14]2[CH2:19][CH2:18][O:17][CH2:16][CH2:15]2)=[CH:10][N:9]=1. The catalyst class is: 8. (5) Reactant: B(O[CH:11]([CH3:13])[CH3:12])(OC(C)C)OC(C)C.[Li+].[CH3:15][CH:16]([N-:18]C(C)C)C.Cl[C:23]1[N:28]=[C:27]([NH:29][C:30]2[CH:35]=[CH:34][C:33]([C:36]([N:38]3[CH2:42][CH2:41][C@@H:40]([N:43]([CH3:45])[CH3:44])[CH2:39]3)=[O:37])=[CH:32][C:31]=2[O:46][CH3:47])[CH:26]=[N:25][CH:24]=1.C([O-])([O-])=O.[K+].[K+].[CH3:54][C:55]#[N:56].O. Product: [CH3:44][N:43]([CH3:45])[C@@H:40]1[CH2:41][CH2:42][N:38]([C:36]([C:33]2[CH:34]=[CH:35][C:30]([NH:29][C:27]3[CH:26]=[N:25][CH:24]=[C:23]([C:16]4[NH:18][C:12]5[CH:11]=[CH:13][N:56]=[CH:55][C:54]=5[CH:15]=4)[N:28]=3)=[C:31]([O:46][CH3:47])[CH:32]=2)=[O:37])[CH2:39]1. The catalyst class is: 176. (6) Reactant: [CH3:1][C:2]1[N:6]=[C:5]([CH3:7])[S:4][C:3]=1/[CH:8]=[CH:9]/[C:10](N(C)C)=O.[CH3:15][CH:16]1[O:21][CH:20]([CH3:22])[CH2:19][N:18]([C:23]2[CH:28]=[CH:27][C:26]([NH:29][C:30]([NH2:32])=[NH:31])=[CH:25][CH:24]=2)[CH2:17]1. Product: [CH3:15][CH:16]1[O:21][CH:20]([CH3:22])[CH2:19][N:18]([C:23]2[CH:24]=[CH:25][C:26]([NH:29][C:30]3[N:32]=[C:8]([C:3]4[S:4][C:5]([CH3:7])=[N:6][C:2]=4[CH3:1])[CH:9]=[CH:10][N:31]=3)=[CH:27][CH:28]=2)[CH2:17]1. The catalyst class is: 23. (7) Reactant: [NH2:1]/[C:2](/[C:9]1[CH:14]=[CH:13][C:12]([N+:15]([O-:17])=[O:16])=[CH:11][CH:10]=1)=[C:3](/[C:7]#[N:8])\[C:4](=[S:6])[NH2:5].OO. Product: [NH2:5][C:4]1[S:6][N:1]=[C:2]([C:9]2[CH:14]=[CH:13][C:12]([N+:15]([O-:17])=[O:16])=[CH:11][CH:10]=2)[C:3]=1[C:7]#[N:8]. The catalyst class is: 8. (8) Reactant: [C:1]([C:3]1[CH:8]=[CH:7][C:6](Br)=[CH:5][C:4]=1[F:10])#[N:2].[NH:11]1[C:19]2[C:14](=[CH:15][CH:16]=[CH:17][CH:18]=2)[C:13]2([CH:23](B(O)O)[CH2:22][CH2:21][CH2:20]2)[C:12]1=[O:27].C(=O)([O-])[O-].[Na+].[Na+].[OH-].[Na+]. Product: [C:1]([C:3]1[CH:8]=[CH:7][C:6]([C:16]2[CH:15]=[C:14]3[C:19](=[CH:18][CH:17]=2)[NH:11][C:12](=[O:27])[C:13]23[CH2:23][CH2:22][CH2:21][CH2:20]2)=[CH:5][C:4]=1[F:10])#[N:2]. The catalyst class is: 108. (9) Reactant: [Cl:1][C:2]1[CH:7]=[CH:6][C:5]([OH:8])=[CH:4][C:3]=1[C:9]1[N:14]=[C:13]([NH:15][CH:16]2[CH2:21][CH2:20][N:19]([CH3:22])[CH2:18][C:17]2([F:24])[F:23])[C:12]([CH3:25])=[C:11]([C:26]2[C:27]([CH3:32])=[N:28][O:29][C:30]=2[CH3:31])[N:10]=1.[N+](C1C=C(S(O[CH2:46][C@H:47]2[CH2:49][O:48]2)(=O)=O)C=CC=1)([O-])=O.C([O-])([O-])=O.[Cs+].[Cs+]. Product: [Cl:1][C:2]1[CH:7]=[CH:6][C:5]([O:8][CH2:46][C@H:47]2[CH2:49][O:48]2)=[CH:4][C:3]=1[C:9]1[N:14]=[C:13]([NH:15][CH:16]2[CH2:21][CH2:20][N:19]([CH3:22])[CH2:18][C:17]2([F:23])[F:24])[C:12]([CH3:25])=[C:11]([C:26]2[C:27]([CH3:32])=[N:28][O:29][C:30]=2[CH3:31])[N:10]=1. The catalyst class is: 20.